From a dataset of Catalyst prediction with 721,799 reactions and 888 catalyst types from USPTO. Predict which catalyst facilitates the given reaction. Reactant: C(N(CC)CC)C.[NH2:8][C:9]1[CH:10]=[CH:11][C:12]([O:15][C:16]2[CH:21]=[CH:20][C:19]([CH2:22][CH2:23][C:24]([O:26][CH2:27][CH3:28])=[O:25])=[CH:18][CH:17]=2)=[N:13][CH:14]=1.[Cl:29][C:30]1[CH:31]=[C:32](B(O)O)[CH:33]=[CH:34][C:35]=1[Cl:36]. Product: [Cl:29][C:30]1[CH:31]=[C:32]([NH:8][C:9]2[CH:10]=[CH:11][C:12]([O:15][C:16]3[CH:21]=[CH:20][C:19]([CH2:22][CH2:23][C:24]([O:26][CH2:27][CH3:28])=[O:25])=[CH:18][CH:17]=3)=[N:13][CH:14]=2)[CH:33]=[CH:34][C:35]=1[Cl:36]. The catalyst class is: 221.